This data is from Forward reaction prediction with 1.9M reactions from USPTO patents (1976-2016). The task is: Predict the product of the given reaction. (1) Given the reactants [CH2:1]([O:8][CH2:9][C@@H:10]([NH:14][C:15](=[O:27])[C:16]([NH:19][C:20]([O:22][C:23]([CH3:26])([CH3:25])[CH3:24])=[O:21])([CH3:18])[CH3:17])[C:11](O)=[O:12])[C:2]1[CH:7]=[CH:6][CH:5]=[CH:4][CH:3]=1.C[CH2:29][N:30]([CH:34]([CH3:36])C)[CH:31]([CH3:33])C.C(P1(=O)OP(CCC)(=O)OP([CH2:51][CH2:52][CH3:53])(=O)O1)CC.[OH2:55], predict the reaction product. The product is: [CH2:1]([O:8][CH2:9][C@@H:10]([NH:14][C:15](=[O:27])[C:16]([NH:19][C:20](=[O:21])[O:22][C:23]([CH3:25])([CH3:26])[CH3:24])([CH3:18])[CH3:17])[C:11]([N:14]1[CH2:10][CH2:9][C:36]2([CH:33]([C:51]3[CH:52]=[CH:53][CH:3]=[CH:2][CH:1]=3)[CH2:31][N:30]([CH3:29])[C:34]2=[O:55])[CH2:15]1)=[O:12])[C:2]1[CH:7]=[CH:6][CH:5]=[CH:4][CH:3]=1. (2) The product is: [CH:28]1([CH2:27][N:15]([C:16]2[CH:21]=[CH:20][CH:19]=[C:18]([NH:22][C:23](=[O:26])[CH2:24][CH3:25])[CH:17]=2)[C:13](=[O:14])[NH:12][C:10]2[S:11][C:7]([S:6][CH2:5][C:4]([OH:33])=[O:3])=[CH:8][N:9]=2)[CH2:29][CH2:30][CH2:31][CH2:32]1. Given the reactants C([O:3][C:4](=[O:33])[CH2:5][S:6][C:7]1[S:11][C:10]([NH:12][C:13]([N:15]([CH2:27][CH:28]2[CH2:32][CH2:31][CH2:30][CH2:29]2)[C:16]2[CH:21]=[CH:20][CH:19]=[C:18]([NH:22][C:23](=[O:26])[CH2:24][CH3:25])[CH:17]=2)=[O:14])=[N:9][CH:8]=1)C.C1(CN(C2C=CC(F)=C(F)C=2)C(=O)NC2SC=C(CC(O)=O)N=2)CCCC1.NC1C=C(NC(=O)CC)C=CC=1.C1(C=O)CCCC1.C(OC(=O)CSC1SC(N)=NC=1)C, predict the reaction product. (3) Given the reactants [CH3:1][C:2]1[CH:3]=[CH:4][C:5]([OH:24])=[C:6]([C@@H:8]([C:18]2[CH:19]=[CH:20][CH:21]=[CH:22][CH:23]=2)[CH2:9][CH2:10]N(C(C)C)C(C)C)[CH:7]=1.C(O)(=[O:34])/C=C/C1C=CC=CC=1.C1C(O)=CC=C(C)C=1, predict the reaction product. The product is: [CH3:1][C:2]1[CH:3]=[CH:4][C:5]2[O:24][C:10](=[O:34])[CH2:9][CH:8]([C:18]3[CH:19]=[CH:20][CH:21]=[CH:22][CH:23]=3)[C:6]=2[CH:7]=1.